Dataset: Full USPTO retrosynthesis dataset with 1.9M reactions from patents (1976-2016). Task: Predict the reactants needed to synthesize the given product. (1) The reactants are: [CH:1]1([C:4]([N:6]2[CH2:10][CH2:9][C@@H:8]([CH2:11][NH:12][C:13]3[C:14]([NH2:20])=[CH:15][CH:16]=[CH:17][C:18]=3[CH3:19])[CH2:7]2)=[O:5])[CH2:3][CH2:2]1.[CH3:21][O:22][C:23]1[CH:28]=[CH:27][C:26]([C:29]2[CH:36]=[CH:35][C:32]([CH:33]=O)=[CH:31][CH:30]=2)=[CH:25][CH:24]=1.OOS([O-])=O.[K+]. Given the product [CH:1]1([C:4]([N:6]2[CH2:10][CH2:9][C@@H:8]([CH2:11][N:12]3[C:13]4[C:18]([CH3:19])=[CH:17][CH:16]=[CH:15][C:14]=4[N:20]=[C:33]3[C:32]3[CH:31]=[CH:30][C:29]([C:26]4[CH:27]=[CH:28][C:23]([O:22][CH3:21])=[CH:24][CH:25]=4)=[CH:36][CH:35]=3)[CH2:7]2)=[O:5])[CH2:3][CH2:2]1, predict the reactants needed to synthesize it. (2) Given the product [F:1][C:2]1[CH:11]=[CH:10][C:9]([C:12]2[N:17]=[C:16]3[N:18]([CH2:21][C:22]4[CH:23]=[C:24]5[C:29](=[CH:30][CH:31]=4)[N:28]=[CH:27][CH:26]=[CH:25]5)[N:19]=[N:20][C:15]3=[CH:14][CH:13]=2)=[CH:8][C:3]=1[C:4]([OH:6])=[O:5], predict the reactants needed to synthesize it. The reactants are: [F:1][C:2]1[CH:11]=[CH:10][C:9]([C:12]2[N:17]=[C:16]3[N:18]([CH2:21][C:22]4[CH:23]=[C:24]5[C:29](=[CH:30][CH:31]=4)[N:28]=[CH:27][CH:26]=[CH:25]5)[N:19]=[N:20][C:15]3=[CH:14][CH:13]=2)=[CH:8][C:3]=1[C:4]([O:6]C)=[O:5].[OH-].[Li+].C1COCC1.Cl.